This data is from Reaction yield outcomes from USPTO patents with 853,638 reactions. The task is: Predict the reaction yield, written as a fraction of the theoretical maximum amount of product (1.0 means a 100% yield; for example, 0.34 means a 34% yield). (1) The reactants are [CH:1]([OH:3])=O.C(OC(=O)C)(=O)C.[OH:11][NH:12][CH:13]([CH2:36][C@@H:37]([C:39]1[CH:44]=[CH:43][CH:42]=[CH:41][CH:40]=1)[CH3:38])[CH2:14][S:15]([N:18]1[CH2:23][CH2:22][N:21]([C:24]2[CH:29]=[CH:28][C:27]([C:30]#[C:31][Si](C)(C)C)=[CH:26][CH:25]=2)[CH2:20][CH2:19]1)(=[O:17])=[O:16]. The catalyst is C(Cl)Cl. The product is [OH:11][N:12]([CH:13]([CH2:14][S:15]([N:18]1[CH2:19][CH2:20][N:21]([C:24]2[CH:25]=[CH:26][C:27]([C:30]#[CH:31])=[CH:28][CH:29]=2)[CH2:22][CH2:23]1)(=[O:16])=[O:17])[CH2:36][C@@H:37]([C:39]1[CH:40]=[CH:41][CH:42]=[CH:43][CH:44]=1)[CH3:38])[CH:1]=[O:3]. The yield is 0.150. (2) The yield is 0.570. The catalyst is O. The reactants are Cl[C:2]1[C:7]([C:8]([F:11])([F:10])[F:9])=[CH:6][N:5]=[C:4]([S:12][CH3:13])[N:3]=1.[I-:14].[Na+].I. The product is [I:14][C:2]1[C:7]([C:8]([F:11])([F:10])[F:9])=[CH:6][N:5]=[C:4]([S:12][CH3:13])[N:3]=1. (3) The reactants are [Br:1][C:2]1[CH:7]=[C:6]([C:8](=[N:16][NH:17]C(OC(C)(C)C)=O)[CH:9]([O:13][CH2:14][CH3:15])[O:10][CH2:11][CH3:12])[C:5](F)=[CH:4][N:3]=1.[H-].[Na+].CCOC(C)=O. The catalyst is C1COCC1. The product is [Br:1][C:2]1[CH:7]=[C:6]2[C:8]([CH:9]([O:13][CH2:14][CH3:15])[O:10][CH2:11][CH3:12])=[N:16][NH:17][C:5]2=[CH:4][N:3]=1. The yield is 0.494.